This data is from Full USPTO retrosynthesis dataset with 1.9M reactions from patents (1976-2016). The task is: Predict the reactants needed to synthesize the given product. Given the product [CH3:41][C:40]1[CH:39]=[C:38]2[C:33]([CH:34]=[C:35]([OH:53])[C:36]([OH:51])=[C:37]2[CH2:42][CH2:43][C:44]2[CH:49]=[CH:48][C:47]([CH3:50])=[CH:46][CH:45]=2)=[C:32]([OH:55])[C:31]=1[C:8]1[C:7]([OH:6])=[C:16]2[C:11](=[CH:10][C:9]=1[CH3:30])[C:12]([CH2:21][CH2:22][C:23]1[CH:24]=[CH:25][C:26]([CH3:29])=[CH:27][CH:28]=1)=[C:13]([OH:19])[C:14]([OH:17])=[CH:15]2, predict the reactants needed to synthesize it. The reactants are: B(Br)(Br)Br.C[O:6][C:7]1[C:16]2[C:11](=[C:12]([CH2:21][CH2:22][C:23]3[CH:28]=[CH:27][C:26]([CH3:29])=[CH:25][CH:24]=3)[C:13]([O:19]C)=[C:14]([O:17]C)[CH:15]=2)[CH:10]=[C:9]([CH3:30])[C:8]=1[C:31]1[C:40]([CH3:41])=[CH:39][C:38]2[C:33](=[CH:34][C:35]([O:53]C)=[C:36]([O:51]C)[C:37]=2[CH2:42][CH2:43][C:44]2[CH:49]=[CH:48][C:47]([CH3:50])=[CH:46][CH:45]=2)[C:32]=1[O:55]C.Cl.